This data is from Forward reaction prediction with 1.9M reactions from USPTO patents (1976-2016). The task is: Predict the product of the given reaction. (1) Given the reactants [C:1]([NH:9][C:10]1[S:11][CH2:12][C@@H:13]2[CH2:18][N:17](C(OCC3C=CC=CC=3)=O)[CH2:16][C@:14]2([C:29]2[S:30][C:31]([C:34]#[N:35])=[CH:32][CH:33]=2)[N:15]=1)(=[O:8])[C:2]1[CH:7]=[CH:6][CH:5]=[CH:4][CH:3]=1.CO, predict the reaction product. The product is: [C:34]([C:31]1[S:30][C:29]([C@:14]23[CH2:16][NH:17][CH2:18][C@H:13]2[CH2:12][S:11][C:10]([NH:9][C:1](=[O:8])[C:2]2[CH:3]=[CH:4][CH:5]=[CH:6][CH:7]=2)=[N:15]3)=[CH:33][CH:32]=1)#[N:35]. (2) Given the reactants C(OC([N:8]1[CH2:13][CH2:12][N:11]([S:14]([C:17]2[CH:22]=[CH:21][C:20]([O:23][CH2:24][C:25]#[C:26][CH3:27])=[CH:19][CH:18]=2)(=[O:16])=[O:15])[CH:10]([C:28](=[O:31])[NH:29][OH:30])[CH2:9]1)=O)(C)(C)C.FC(F)(F)C(O)=O, predict the reaction product. The product is: [OH:30][NH:29][C:28]([CH:10]1[CH2:9][NH:8][CH2:13][CH2:12][N:11]1[S:14]([C:17]1[CH:22]=[CH:21][C:20]([O:23][CH2:24][C:25]#[C:26][CH3:27])=[CH:19][CH:18]=1)(=[O:16])=[O:15])=[O:31]. (3) Given the reactants S(Cl)([Cl:3])=O.[F:5][C:6]1[N:11]=[C:10]([C:12]2[CH:17]=[CH:16][C:15]([CH2:18]O)=[CH:14][CH:13]=2)[CH:9]=[CH:8][CH:7]=1.CN(C=O)C.C([O-])([O-])=O.[Na+].[Na+], predict the reaction product. The product is: [Cl:3][CH2:18][C:15]1[CH:16]=[CH:17][C:12]([C:10]2[CH:9]=[CH:8][CH:7]=[C:6]([F:5])[N:11]=2)=[CH:13][CH:14]=1. (4) Given the reactants [NH2:1][C:2]1[CH:7]=[CH:6][C:5]([C:8]2[S:12][C:11]([CH:13]3[CH2:18][CH2:17][CH:16]([C:19]([O:21][CH3:22])=[O:20])[CH2:15][CH2:14]3)=[N:10][CH:9]=2)=[CH:4][CH:3]=1.[N:23]([C:26]1[CH:31]=[CH:30][CH:29]=[C:28]([C:32]([F:35])([F:34])[F:33])[CH:27]=1)=[C:24]=[O:25], predict the reaction product. The product is: [F:33][C:32]([F:34])([F:35])[C:28]1[CH:27]=[C:26]([NH:23][C:24](=[O:25])[NH:1][C:2]2[CH:3]=[CH:4][C:5]([C:8]3[S:12][C:11]([CH:13]4[CH2:14][CH2:15][CH:16]([C:19]([O:21][CH3:22])=[O:20])[CH2:17][CH2:18]4)=[N:10][CH:9]=3)=[CH:6][CH:7]=2)[CH:31]=[CH:30][CH:29]=1. (5) Given the reactants [CH:1]1([C:4]2[NH:8][N:7]=[C:6]([NH:9][C:10]3[N:15]=[C:14]([NH:16][C@H:17]([C:19]4[CH:24]=[CH:23][C:22]([F:25])=[CH:21][CH:20]=4)[CH3:18])[C:13]([NH2:26])=[CH:12][CH:11]=3)[CH:5]=2)[CH2:3][CH2:2]1.Cl.[C:28](N)(=N)[CH3:29].C([O-])(O)=O.[Na+].CCOC(C)=O, predict the reaction product. The product is: [CH:1]1([C:4]2[NH:8][N:7]=[C:6]([NH:9][C:10]3[N:15]=[C:14]4[N:16]([C@H:17]([C:19]5[CH:20]=[CH:21][C:22]([F:25])=[CH:23][CH:24]=5)[CH3:18])[C:28]([CH3:29])=[N:26][C:13]4=[CH:12][CH:11]=3)[CH:5]=2)[CH2:3][CH2:2]1.